Dataset: Reaction yield outcomes from USPTO patents with 853,638 reactions. Task: Predict the reaction yield, written as a fraction of the theoretical maximum amount of product (1.0 means a 100% yield; for example, 0.34 means a 34% yield). The reactants are [CH2:1]([C@@H:3]([CH2:6][CH2:7][CH3:8])[CH2:4][OH:5])[CH3:2].CCN(CC)CC.[CH3:16][S:17](Cl)(=[O:19])=[O:18]. The catalyst is C(Cl)Cl. The product is [CH2:1]([C@@H:3]([CH2:6][CH2:7][CH3:8])[CH2:4][O:5][S:17]([CH3:16])(=[O:19])=[O:18])[CH3:2]. The yield is 1.00.